From a dataset of Forward reaction prediction with 1.9M reactions from USPTO patents (1976-2016). Predict the product of the given reaction. (1) Given the reactants C(O[C:9]([N:11]1[CH2:15][CH2:14][CH2:13][C@@H:12]1[C:16]([C:18]1[C:26]2[C:21](=[CH:22][CH:23]=[C:24]([CH2:27][CH2:28][S:29]([C:32]3[CH:37]=[CH:36][CH:35]=[CH:34][CH:33]=3)(=[O:31])=[O:30])[CH:25]=2)[NH:20][CH:19]=1)=[O:17])=O)C1C=CC=CC=1, predict the reaction product. The product is: [CH3:9][N:11]1[CH2:15][CH2:14][CH2:13][C@@H:12]1[C:16]([C:18]1[C:26]2[C:21](=[CH:22][CH:23]=[C:24]([CH2:27][CH2:28][S:29]([C:32]3[CH:37]=[CH:36][CH:35]=[CH:34][CH:33]=3)(=[O:30])=[O:31])[CH:25]=2)[NH:20][CH:19]=1)=[O:17]. (2) Given the reactants F[C:2]1[CH:7]=[CH:6][CH:5]=[CH:4][C:3]=1[S:8]([NH:11][C:12]1[C:21]([C:22]([OH:24])=[O:23])=[C:20]2[C:15]([CH:16]3[CH2:25][CH:17]3[CH2:18][O:19]2)=[CH:14][CH:13]=1)(=[O:10])=[O:9].[N:26]12[CH2:33][CH2:32][CH:29]([CH2:30][CH2:31]1)[C@@H:28]([NH2:34])[CH2:27]2, predict the reaction product. The product is: [N:26]12[CH2:33][CH2:32][CH:29]([CH2:30][CH2:31]1)[C@@H:28]([NH:34][C:2]1[CH:7]=[CH:6][CH:5]=[CH:4][C:3]=1[S:8]([NH:11][C:12]1[C:21]([C:22]([OH:24])=[O:23])=[C:20]3[C:15]([CH:16]4[CH2:25][CH:17]4[CH2:18][O:19]3)=[CH:14][CH:13]=1)(=[O:10])=[O:9])[CH2:27]2. (3) Given the reactants Br[C:2]1[CH:3]=[C:4]([C:8]2[N:16]3[C:11]([CH:12]=[N:13][C:14]([NH:17][C:18]4[CH:23]=[C:22]([O:24][CH3:25])[C:21]([O:26][CH3:27])=[C:20]([O:28][CH3:29])[CH:19]=4)=[N:15]3)=[C:10]([CH3:30])[N:9]=2)[CH:5]=[CH:6][CH:7]=1.[CH3:31][N:32]1[CH2:37][CH2:36][N:35]([CH2:38][C:39]2[CH:45]=[CH:44][C:42]([NH2:43])=[CH:41][CH:40]=2)[CH2:34][CH2:33]1.C1C=CC(P(C2C=CC3C(=CC=CC=3)C=2C2C3C(=CC=CC=3)C=CC=2P(C2C=CC=CC=2)C2C=CC=CC=2)C2C=CC=CC=2)=CC=1.CC(C)([O-])C.[Na+], predict the reaction product. The product is: [CH3:30][C:10]1[N:9]=[C:8]([C:4]2[CH:5]=[CH:6][CH:7]=[C:2]([NH:43][C:42]3[CH:41]=[CH:40][C:39]([CH2:38][N:35]4[CH2:34][CH2:33][N:32]([CH3:31])[CH2:37][CH2:36]4)=[CH:45][CH:44]=3)[CH:3]=2)[N:16]2[C:11]=1[CH:12]=[N:13][C:14]([NH:17][C:18]1[CH:23]=[C:22]([O:24][CH3:25])[C:21]([O:26][CH3:27])=[C:20]([O:28][CH3:29])[CH:19]=1)=[N:15]2.